Regression. Given a peptide amino acid sequence and an MHC pseudo amino acid sequence, predict their binding affinity value. This is MHC class I binding data. From a dataset of Peptide-MHC class I binding affinity with 185,985 pairs from IEDB/IMGT. (1) The peptide sequence is RRPGNKTV. The MHC is HLA-B27:05 with pseudo-sequence HLA-B27:05. The binding affinity (normalized) is 0.133. (2) The peptide sequence is ELFARSSDPR. The MHC is HLA-C06:02 with pseudo-sequence HLA-C06:02. The binding affinity (normalized) is 0.0847. (3) The peptide sequence is RTFFLTQGA. The MHC is HLA-A02:03 with pseudo-sequence HLA-A02:03. The binding affinity (normalized) is 0.532. (4) The peptide sequence is HWCTSTCQF. The MHC is HLA-A23:01 with pseudo-sequence HLA-A23:01. The binding affinity (normalized) is 0.423.